Dataset: Forward reaction prediction with 1.9M reactions from USPTO patents (1976-2016). Task: Predict the product of the given reaction. (1) The product is: [Cl:21][C:22]1[CH:23]=[C:24]([C:28]2[N:36]3[C:31]([CH:32]=[N:33][C:34]([N:5]4[C:18]5[CH:13]=[CH:12][N:6]=[CH:7][C:8]=5[N:9]=[CH:4]4)=[N:35]3)=[CH:30][CH:29]=2)[CH:25]=[CH:26][CH:27]=1. Given the reactants CS([C:4]1[N:9]=[CH:8][C:7]2=CC=[C:12]([C:13]3[CH:18]=CC=CC=3OC)[N:6]2[N:5]=1)=O.[Cl:21][C:22]1[CH:23]=[C:24]([C:28]2[N:36]3[C:31]([CH:32]=[N:33][C:34](S(C)=O)=[N:35]3)=[CH:30][CH:29]=2)[CH:25]=[CH:26][CH:27]=1, predict the reaction product. (2) Given the reactants [CH3:1][C:2]([C:6]1[CH:11]=[CH:10][C:9]([O:12][CH2:13][CH2:14][CH2:15][CH3:16])=[CH:8][CH:7]=1)([CH3:5])[C:3]#N.[H-].C([Al+]CC(C)C)C(C)C.S(=O)(=O)(O)[OH:28].O, predict the reaction product. The product is: [CH3:1][C:2]([C:6]1[CH:11]=[CH:10][C:9]([O:12][CH2:13][CH2:14][CH2:15][CH3:16])=[CH:8][CH:7]=1)([CH3:5])[CH:3]=[O:28]. (3) Given the reactants [Br:1][C:2]1[CH:11]=[C:10]([OH:12])[C:5]([C:6](OC)=[O:7])=[C:4]([F:13])[CH:3]=1, predict the reaction product. The product is: [Br:1][C:2]1[CH:3]=[C:4]([F:13])[C:5]([CH2:6][OH:7])=[C:10]([OH:12])[CH:11]=1. (4) Given the reactants FC(F)(F)S(O[C:7]1[CH:16]=[C:15]2[C:10]([CH:11]=[CH:12][C:13](=[O:24])[N:14]2[C:17]2[CH:22]=[CH:21][CH:20]=[CH:19][C:18]=2[Cl:23])=[C:9]([C:25]2[CH:30]=[CH:29][CH:28]=[CH:27][C:26]=2[Cl:31])[CH:8]=1)(=O)=O.[NH2:34][CH:35]([CH2:38][OH:39])[CH2:36][OH:37].C1C=CC(P(C2C(C3C(P(C4C=CC=CC=4)C4C=CC=CC=4)=CC=C4C=3C=CC=C4)=C3C(C=CC=C3)=CC=2)C2C=CC=CC=2)=CC=1.C(=O)([O-])[O-].[Cs+].[Cs+], predict the reaction product. The product is: [Cl:23][C:18]1[CH:19]=[CH:20][CH:21]=[CH:22][C:17]=1[N:14]1[C:15]2[C:10](=[C:9]([C:25]3[CH:30]=[CH:29][CH:28]=[CH:27][C:26]=3[Cl:31])[CH:8]=[C:7]([NH:34][CH:35]([CH2:38][OH:39])[CH2:36][OH:37])[CH:16]=2)[CH:11]=[CH:12][C:13]1=[O:24].